This data is from Forward reaction prediction with 1.9M reactions from USPTO patents (1976-2016). The task is: Predict the product of the given reaction. (1) Given the reactants C(OC([N:8]1[CH2:13][CH2:12][CH:11]([C:14]2[CH:19]=[CH:18][CH:17]=[C:16]([C:20](=[O:33])[N:21]([CH3:32])[CH:22]3[C:31]4[C:26](=[CH:27][CH:28]=[CH:29][CH:30]=4)[CH2:25][CH2:24][CH2:23]3)[N:15]=2)[CH2:10][CH2:9]1)=O)(C)(C)C.[ClH:34].O1CCOCC1, predict the reaction product. The product is: [ClH:34].[CH3:32][N:21]([CH:22]1[C:31]2[C:26](=[CH:27][CH:28]=[CH:29][CH:30]=2)[CH2:25][CH2:24][CH2:23]1)[C:20]([C:16]1[N:15]=[C:14]([C:11]2[CH:12]=[CH:13][N:8]=[CH:9][CH:10]=2)[CH:19]=[CH:18][CH:17]=1)=[O:33]. (2) Given the reactants [N:1]([C:4]1[CH:9]=[CH:8][C:7]([Cl:10])=[CH:6][C:5]=1[C:11]1[CH:19]=[C:18]2[N:14]([C@H:15]([C:20]([O:22][CH2:23][CH3:24])=[O:21])[CH2:16][CH2:17]2)[C:13](=[O:25])[CH:12]=1)=[N+:2]=[N-:3].[CH2:26]([Sn:30]([CH2:37][CH2:38][CH2:39][CH3:40])([CH2:33][CH2:34][CH2:35][CH3:36])[C:31]#[CH:32])[CH2:27][CH2:28][CH3:29], predict the reaction product. The product is: [Cl:10][C:7]1[CH:8]=[CH:9][C:4]([N:1]2[CH:32]=[C:31]([Sn:30]([CH2:26][CH2:27][CH2:28][CH3:29])([CH2:37][CH2:38][CH2:39][CH3:40])[CH2:33][CH2:34][CH2:35][CH3:36])[N:3]=[N:2]2)=[C:5]([C:11]2[CH:19]=[C:18]3[N:14]([C@H:15]([C:20]([O:22][CH2:23][CH3:24])=[O:21])[CH2:16][CH2:17]3)[C:13](=[O:25])[CH:12]=2)[CH:6]=1.